This data is from Catalyst prediction with 721,799 reactions and 888 catalyst types from USPTO. The task is: Predict which catalyst facilitates the given reaction. Reactant: [Br:1][C:2]1[CH:10]=[CH:9][CH:8]=[C:7]([F:11])[C:3]=1[C:4]([OH:6])=[O:5].C([O-])([O-])=O.[Cs+].[Cs+].[CH3:18][CH2:19]I. Product: [Br:1][C:2]1[CH:10]=[CH:9][CH:8]=[C:7]([F:11])[C:3]=1[C:4]([O:6][CH2:18][CH3:19])=[O:5]. The catalyst class is: 23.